Dataset: Full USPTO retrosynthesis dataset with 1.9M reactions from patents (1976-2016). Task: Predict the reactants needed to synthesize the given product. Given the product [NH2:29][C:25]1[CH:24]=[C:23]([CH:28]=[CH:27][CH:26]=1)[CH2:22][S:21][C:5]1[CH:4]=[CH:3][C:2]([F:1])=[CH:7][C:6]=1[NH:8][S:9]([C:12]1[O:13][C:14]2[CH:20]=[CH:19][CH:18]=[CH:17][C:15]=2[CH:16]=1)(=[O:11])=[O:10], predict the reactants needed to synthesize it. The reactants are: [F:1][C:2]1[CH:3]=[CH:4][C:5]([S:21][CH2:22][C:23]2[CH:28]=[CH:27][CH:26]=[C:25]([N+:29]([O-])=O)[CH:24]=2)=[C:6]([NH:8][S:9]([C:12]2[O:13][C:14]3[CH:20]=[CH:19][CH:18]=[CH:17][C:15]=3[CH:16]=2)(=[O:11])=[O:10])[CH:7]=1.[NH4+].[Cl-].